This data is from Catalyst prediction with 721,799 reactions and 888 catalyst types from USPTO. The task is: Predict which catalyst facilitates the given reaction. (1) Reactant: [CH3:1][C:2]1[N:3]([CH:18]2[CH2:23][CH2:22][O:21][CH2:20][CH2:19]2)[C:4]2[C:9]([N:10]=1)=[C:8]([C:11]1[CH:16]=[CH:15][N:14]=[CH:13][CH:12]=1)[N:7]=[C:6]([NH2:17])[N:5]=2.C(=O)([O-])[O-].[Cs+].[Cs+].C1C=CC(P(C2C(C3C(P(C4C=CC=CC=4)C4C=CC=CC=4)=CC=C4C=3C=CC=C4)=C3C(C=CC=C3)=CC=2)C2C=CC=CC=2)=CC=1.Br[C:77]1[CH:82]=[C:81]([Cl:83])[CH:80]=[CH:79][C:78]=1[N+:84]([O-:86])=[O:85]. Product: [Cl:83][C:81]1[CH:80]=[CH:79][C:78]([N+:84]([O-:86])=[O:85])=[C:77]([NH:17][C:6]2[N:5]=[C:4]3[C:9]([N:10]=[C:2]([CH3:1])[N:3]3[CH:18]3[CH2:23][CH2:22][O:21][CH2:20][CH2:19]3)=[C:8]([C:11]3[CH:16]=[CH:15][N:14]=[CH:13][CH:12]=3)[N:7]=2)[CH:82]=1. The catalyst class is: 222. (2) Reactant: I[C:2]1[C:10]2[C:5](=[N:6][C:7]([CH3:14])=[C:8]([CH2:12][CH3:13])[C:9]=2[CH3:11])[S:4][C:3]=1[C:15]([O:17][CH3:18])=[O:16].[C:19]([Cu])#[N:20]. Product: [C:19]([C:2]1[C:10]2[C:5](=[N:6][C:7]([CH3:14])=[C:8]([CH2:12][CH3:13])[C:9]=2[CH3:11])[S:4][C:3]=1[C:15]([O:17][CH3:18])=[O:16])#[N:20]. The catalyst class is: 37. (3) Reactant: [CH3:1][S:2](Cl)(=[O:4])=[O:3].[CH2:6]([C:8]1[CH:13]=[C:12]([CH2:14][N:15]2C=CN=C2C)[CH:11]=[CH:10][C:9]=1[N:21]([CH3:32])[C:22]1[N:27]=[CH:26][C:25]2[N:28]=[CH:29][N:30]([CH3:31])[C:24]=2[CH:23]=1)[CH3:7].C(N(CC)CC)C. Product: [CH2:6]([C:8]1[CH:13]=[C:12]([CH:11]=[CH:10][C:9]=1[N:21]([CH3:32])[C:22]1[N:27]=[CH:26][C:25]2[N:28]=[CH:29][N:30]([CH3:31])[C:24]=2[CH:23]=1)[CH2:14][NH:15][S:2]([CH3:1])(=[O:4])=[O:3])[CH3:7]. The catalyst class is: 2. (4) Reactant: Br[C:2]1[CH:3]=[C:4]([CH:31]=[CH:32][CH:33]=1)[C:5]([NH:7][C:8]1[CH:13]=[CH:12][C:11]2=[N:14][C:15]([C:17]3[CH:22]=[CH:21][C:20]([CH3:23])=[C:19]([NH:24][C:25](=[O:30])[C:26]([CH3:29])([CH3:28])[CH3:27])[CH:18]=3)=[CH:16][N:10]2[N:9]=1)=[O:6].[C:34]([O:38][CH2:39][CH3:40])(=[O:37])[CH:35]=[CH2:36].C1(C)C=CC=CC=1P(C1C=CC=CC=1C)C1C=CC=CC=1C.CCN(C(C)C)C(C)C. Product: [CH2:39]([O:38][C:34](=[O:37])[CH:35]=[CH:36][C:2]1[CH:33]=[CH:32][CH:31]=[C:4]([C:5](=[O:6])[NH:7][C:8]2[CH:13]=[CH:12][C:11]3=[N:14][C:15]([C:17]4[CH:22]=[CH:21][C:20]([CH3:23])=[C:19]([NH:24][C:25](=[O:30])[C:26]([CH3:29])([CH3:28])[CH3:27])[CH:18]=4)=[CH:16][N:10]3[N:9]=2)[CH:3]=1)[CH3:40]. The catalyst class is: 274. (5) The catalyst class is: 70. Product: [CH2:30]([N:23]([CH:24]1[CH2:29][CH2:28][O:27][CH2:26][CH2:25]1)[C:4]1[C:5]([CH3:22])=[C:6]([C:7]([NH:9][CH2:10][C:11]2[C:12](=[O:20])[NH:13][C:14]([CH3:19])=[CH:15][C:16]=2[CH2:17][OH:18])=[O:8])[CH:21]=[C:2]([C:40]2[CH:41]=[CH:42][C:43]([CH2:44][N:45]3[CH2:50][CH2:49][O:48][CH2:47][CH2:46]3)=[CH:51][CH:52]=2)[CH:3]=1)[CH3:31]. Reactant: Br[C:2]1[CH:3]=[C:4]([N:23]([CH2:30][CH3:31])[CH:24]2[CH2:29][CH2:28][O:27][CH2:26][CH2:25]2)[C:5]([CH3:22])=[C:6]([CH:21]=1)[C:7]([NH:9][CH2:10][C:11]1[C:12](=[O:20])[NH:13][C:14]([CH3:19])=[CH:15][C:16]=1[CH2:17][OH:18])=[O:8].CC1(C)C(C)(C)OB([C:40]2[CH:52]=[CH:51][C:43]([CH2:44][N:45]3[CH2:50][CH2:49][O:48][CH2:47][CH2:46]3)=[CH:42][CH:41]=2)O1.C([O-])([O-])=O.[Na+].[Na+]. (6) Reactant: [N:1]([CH2:4][C@H:5]1[CH2:14][CH2:13][C:12]2[C:7](=[C:8]([C:16]3[C:21]([Cl:22])=[CH:20][CH:19]=[CH:18][C:17]=3[Cl:23])[CH:9]=[C:10]([F:15])[CH:11]=2)[O:6]1)=[N+]=[N-].C1(P(C2C=CC=CC=2)C2C=CC=CC=2)C=CC=CC=1. Product: [Cl:23][C:17]1[CH:18]=[CH:19][CH:20]=[C:21]([Cl:22])[C:16]=1[C:8]1[CH:9]=[C:10]([F:15])[CH:11]=[C:12]2[C:7]=1[O:6][C@@H:5]([CH2:4][NH2:1])[CH2:14][CH2:13]2. The catalyst class is: 30.